From a dataset of Catalyst prediction with 721,799 reactions and 888 catalyst types from USPTO. Predict which catalyst facilitates the given reaction. (1) The catalyst class is: 69. Product: [CH2:1]([C:3]1[S:28][C:6]2[N:7]([CH2:13][C:14]3[CH:19]=[CH:18][C:17]([C:20]4[C:21]([C:26]#[N:27])=[CH:22][CH:23]=[CH:24][CH:25]=4)=[CH:16][CH:15]=3)[C:8](=[O:12])[N:9]([CH2:35][CH:33]([OH:34])[C:29]([CH3:32])([CH3:31])[CH3:30])[C:10](=[O:11])[C:5]=2[CH:4]=1)[CH3:2]. Reactant: [CH2:1]([C:3]1[S:28][C:6]2[N:7]([CH2:13][C:14]3[CH:19]=[CH:18][C:17]([C:20]4[C:21]([C:26]#[N:27])=[CH:22][CH:23]=[CH:24][CH:25]=4)=[CH:16][CH:15]=3)[C:8](=[O:12])[NH:9][C:10](=[O:11])[C:5]=2[CH:4]=1)[CH3:2].[C:29]([CH:33]1[CH2:35][O:34]1)([CH3:32])([CH3:31])[CH3:30].C(=O)([O-])[O-].[K+].[K+].CN(C)C=O. (2) Reactant: [NH2:1][CH2:2][CH:3]([C:6]1[CH:11]=[CH:10][C:9]([NH:12][C:13]([C:15]2[N:16]([CH2:22][O:23][CH2:24][CH2:25][Si:26]([CH3:29])([CH3:28])[CH3:27])[CH:17]=[C:18]([C:20]#[N:21])[N:19]=2)=[O:14])=[C:8]([C:30]2[CH2:35][CH2:34][CH2:33][CH2:32][CH:31]=2)[CH:7]=1)[CH2:4][NH2:5].CS[C:38](SC)=[N:39][S:40]([CH3:43])(=[O:42])=[O:41]. Product: [C:30]1([C:8]2[CH:7]=[C:6]([CH:3]3[CH2:2][NH:1][C:38](=[N:39][S:40]([CH3:43])(=[O:42])=[O:41])[NH:5][CH2:4]3)[CH:11]=[CH:10][C:9]=2[NH:12][C:13]([C:15]2[N:16]([CH2:22][O:23][CH2:24][CH2:25][Si:26]([CH3:29])([CH3:27])[CH3:28])[CH:17]=[C:18]([C:20]#[N:21])[N:19]=2)=[O:14])[CH2:35][CH2:34][CH2:33][CH2:32][CH:31]=1. The catalyst class is: 26. (3) Reactant: COC[O:4][CH2:5][C@@H:6]1[CH2:10][N:9]([C:11]2[CH:12]=[CH:13][C:14]3[O:19][CH2:18][C:17](=[O:20])[NH:16][C:15]=3[CH:21]=2)[C:8](=[O:22])[CH2:7]1.O1CCCC1.Cl.ClCCl. Product: [OH:4][CH2:5][C@@H:6]1[CH2:10][N:9]([C:11]2[CH:12]=[CH:13][C:14]3[O:19][CH2:18][C:17](=[O:20])[NH:16][C:15]=3[CH:21]=2)[C:8](=[O:22])[CH2:7]1. The catalyst class is: 5. (4) Reactant: [Cl:1][C:2]1[C:3]([I:15])=[CH:4][C:5]2[O:10][CH:9]([C:11]([OH:13])=O)[CH2:8][NH:7][C:6]=2[CH:14]=1.[F:16][C:17]1[CH:31]=[CH:30][C:20]([CH2:21][C:22]2([C:28]#[N:29])[CH2:27][CH2:26][NH:25][CH2:24][CH2:23]2)=[CH:19][CH:18]=1.CCN=C=NCCCN(C)C.C1C=CC2N(O)N=NC=2C=1.CCN(C(C)C)C(C)C. Product: [Cl:1][C:2]1[C:3]([I:15])=[CH:4][C:5]2[O:10][CH:9]([C:11]([N:25]3[CH2:26][CH2:27][C:22]([CH2:21][C:20]4[CH:19]=[CH:18][C:17]([F:16])=[CH:31][CH:30]=4)([C:28]#[N:29])[CH2:23][CH2:24]3)=[O:13])[CH2:8][NH:7][C:6]=2[CH:14]=1. The catalyst class is: 18. (5) Reactant: C([O:3][C:4](=[O:43])[CH2:5][CH2:6][CH2:7][O:8][C:9]1[CH:14]=[CH:13][CH:12]=[C:11]([CH2:15][CH2:16][CH2:17][CH2:18][CH2:19][CH2:20][O:21][C:22]2[CH:27]=[C:26]([C:28]3[CH:32]=[CH:31][S:30][CH:29]=3)[CH:25]=[C:24]([C:33](=[O:35])[CH3:34])[CH:23]=2)[C:10]=1[CH2:36][CH2:37][C:38]([O:40]CC)=[O:39])C. Product: [C:33]([C:24]1[CH:23]=[C:22]([CH:27]=[C:26]([C:28]2[CH:32]=[CH:31][S:30][CH:29]=2)[CH:25]=1)[O:21][CH2:20][CH2:19][CH2:18][CH2:17][CH2:16][CH2:15][C:11]1[C:10]([CH2:36][CH2:37][C:38]([OH:40])=[O:39])=[C:9]([CH:14]=[CH:13][CH:12]=1)[O:8][CH2:7][CH2:6][CH2:5][C:4]([OH:43])=[O:3])(=[O:35])[CH3:34]. The catalyst class is: 74.